Predict the product of the given reaction. From a dataset of Forward reaction prediction with 1.9M reactions from USPTO patents (1976-2016). Given the reactants C[O:2][C:3](=[O:13])[C:4]1[CH:9]=[CH:8][C:7]([NH2:10])=[CH:6][C:5]=1[O:11][CH3:12].[Li+].[OH-].Cl, predict the reaction product. The product is: [NH2:10][C:7]1[CH:8]=[CH:9][C:4]([C:3]([OH:13])=[O:2])=[C:5]([O:11][CH3:12])[CH:6]=1.